Dataset: Catalyst prediction with 721,799 reactions and 888 catalyst types from USPTO. Task: Predict which catalyst facilitates the given reaction. Reactant: [N:1]([C:4]1[CH:9]=[C:8]([C:10]([O:12]C)=[O:11])[CH:7]=[CH:6][C:5]=1[C:14]([O:16]C)=O)=[C:2]=[S:3].[NH2:18][C:19]1[CH:24]=[C:23]([OH:25])[CH:22]=[CH:21][N:20]=1.[OH-].[Na+].Cl. Product: [OH:25][C:23]1[CH:22]=[CH:21][N:20]=[C:19]([N:18]2[C:14](=[O:16])[C:5]3[C:4](=[CH:9][C:8]([C:10]([OH:12])=[O:11])=[CH:7][CH:6]=3)[NH:1][C:2]2=[S:3])[CH:24]=1. The catalyst class is: 3.